From a dataset of Merck oncology drug combination screen with 23,052 pairs across 39 cell lines. Regression. Given two drug SMILES strings and cell line genomic features, predict the synergy score measuring deviation from expected non-interaction effect. (1) Drug 1: O=S1(=O)NC2(CN1CC(F)(F)F)C1CCC2Cc2cc(C=CCN3CCC(C(F)(F)F)CC3)ccc2C1. Drug 2: CN(Cc1cnc2nc(N)nc(N)c2n1)c1ccc(C(=O)NC(CCC(=O)O)C(=O)O)cc1. Cell line: A427. Synergy scores: synergy=-9.92. (2) Drug 1: C#Cc1cccc(Nc2ncnc3cc(OCCOC)c(OCCOC)cc23)c1. Drug 2: CC(C)CC(NC(=O)C(Cc1ccccc1)NC(=O)c1cnccn1)B(O)O. Cell line: NCIH520. Synergy scores: synergy=-23.8. (3) Drug 1: NC1(c2ccc(-c3nc4ccn5c(=O)[nH]nc5c4cc3-c3ccccc3)cc2)CCC1. Drug 2: CCc1c2c(nc3ccc(O)cc13)-c1cc3c(c(=O)n1C2)COC(=O)C3(O)CC. Cell line: UWB1289BRCA1. Synergy scores: synergy=21.5. (4) Drug 1: COC1CC2CCC(C)C(O)(O2)C(=O)C(=O)N2CCCCC2C(=O)OC(C(C)CC2CCC(OP(C)(C)=O)C(OC)C2)CC(=O)C(C)C=C(C)C(O)C(OC)C(=O)C(C)CC(C)C=CC=CC=C1C. Drug 2: Cn1cc(-c2cnn3c(N)c(Br)c(C4CCCNC4)nc23)cn1. Cell line: T47D. Synergy scores: synergy=29.9. (5) Drug 1: N#Cc1ccc(Cn2cncc2CN2CCN(c3cccc(Cl)c3)C(=O)C2)cc1. Drug 2: O=C(O)C1(Cc2cccc(Nc3nccs3)n2)CCC(Oc2cccc(Cl)c2F)CC1. Cell line: LNCAP. Synergy scores: synergy=-48.4. (6) Drug 1: CCC1(O)CC2CN(CCc3c([nH]c4ccccc34)C(C(=O)OC)(c3cc4c(cc3OC)N(C)C3C(O)(C(=O)OC)C(OC(C)=O)C5(CC)C=CCN6CCC43C65)C2)C1. Drug 2: COC1=C2CC(C)CC(OC)C(O)C(C)C=C(C)C(OC(N)=O)C(OC)C=CC=C(C)C(=O)NC(=CC1=O)C2=O. Cell line: OV90. Synergy scores: synergy=-24.7.